This data is from Full USPTO retrosynthesis dataset with 1.9M reactions from patents (1976-2016). The task is: Predict the reactants needed to synthesize the given product. (1) Given the product [F:86][C:85]([F:88])([F:87])[C:83]([OH:89])=[O:84].[F:24][C:20]1[CH:21]=[CH:22][CH:23]=[C:2]([F:1])[C:3]=1[CH2:4][O:5][C:6]1[N:11]2[N:12]=[C:13]([CH3:18])[C:14]([C:15]([NH:62][C@H:63]([C:66]3[O:70][C:69]([C@@H:71]([NH:75][C:76](=[O:82])[O:77][C:78]([CH3:79])([CH3:81])[CH3:80])[CH:72]([CH3:73])[CH3:74])=[N:68][N:67]=3)[CH2:64][OH:65])=[O:16])=[C:10]2[CH:9]=[C:8]([CH3:19])[CH:7]=1, predict the reactants needed to synthesize it. The reactants are: [F:1][C:2]1[CH:23]=[CH:22][CH:21]=[C:20]([F:24])[C:3]=1[CH2:4][O:5][C:6]1[N:11]2[N:12]=[C:13]([CH3:18])[C:14]([C:15](O)=[O:16])=[C:10]2[CH:9]=[C:8]([CH3:19])[CH:7]=1.CN(C(ON1N=NC2C=CC=NC1=2)=[N+](C)C)C.F[P-](F)(F)(F)(F)F.C(N(CC)C(C)C)(C)C.C(O)(=O)C.[NH2:62][C@H:63]([C:66]1[O:70][C:69]([C@@H:71]([NH:75][C:76](=[O:82])[O:77][C:78]([CH3:81])([CH3:80])[CH3:79])[CH:72]([CH3:74])[CH3:73])=[N:68][N:67]=1)[CH2:64][OH:65].[C:83]([OH:89])([C:85]([F:88])([F:87])[F:86])=[O:84]. (2) Given the product [C:1]([O:5][C:6](=[O:23])[N:7]([CH:9]1[CH2:14][CH2:13][C:12]([C:15]2[C:20]([CH3:21])=[CH:19][C:18]([NH2:37])=[CH:17][N:16]=2)=[CH:11][CH2:10]1)[CH3:8])([CH3:4])([CH3:3])[CH3:2], predict the reactants needed to synthesize it. The reactants are: [C:1]([O:5][C:6](=[O:23])[N:7]([CH:9]1[CH2:14][CH2:13][C:12]([C:15]2[C:20]([CH3:21])=[CH:19][C:18](Br)=[CH:17][N:16]=2)=[CH:11][CH2:10]1)[CH3:8])([CH3:4])([CH3:3])[CH3:2].C(=[NH:37])(C1C=CC=CC=1)C1C=CC=CC=1.CC(C)([O-])C.[Na+].Cl.ON.C([O-])(=O)C.[Na+].C(=O)([O-])O.[Na+]. (3) Given the product [N+:12]([C:3]1[NH:2][O:1][CH:6]=[CH:5][CH:4]=1)([O-:14])=[O:13], predict the reactants needed to synthesize it. The reactants are: [O:1]1[CH:6]=[CH:5][CH:4]=[CH:3][NH:2]1.S(=O)(=O)(O)O.[N+:12]([O-])([OH:14])=[O:13].C(=O)([O-])[O-].[Na+].[Na+]. (4) Given the product [Cl:1][C:2]1[CH:15]=[C:14]([Cl:16])[C:13]([O:17][C:18]2[N:22]([CH3:23])[N:21]=[C:20]([CH3:24])[C:19]=2[CH:25]=[O:26])=[CH:12][C:3]=1[O:4][CH:5]([CH3:11])[C:6]([OH:8])=[O:7], predict the reactants needed to synthesize it. The reactants are: [Cl:1][C:2]1[CH:15]=[C:14]([Cl:16])[C:13]([O:17][C:18]2[N:22]([CH3:23])[N:21]=[C:20]([CH3:24])[C:19]=2[CH:25]=[O:26])=[CH:12][C:3]=1[O:4][CH:5]([CH3:11])[C:6]([O:8]CC)=[O:7].Cl.